Predict the product of the given reaction. From a dataset of Forward reaction prediction with 1.9M reactions from USPTO patents (1976-2016). (1) Given the reactants [Br:1][CH2:2][C:3](Br)=[O:4].NC1N=CN=C([N:13]2[CH2:18][CH2:17][N:16]([C:19]([O:21][C:22]([CH3:25])([CH3:24])[CH3:23])=[O:20])[CH2:15][CH2:14]2)C=1.C(=O)([O-])[O-].[Na+].[Na+], predict the reaction product. The product is: [Br:1][CH2:2][C:3]([N:13]1[CH2:14][CH2:15][N:16]([C:19]([O:21][C:22]([CH3:25])([CH3:24])[CH3:23])=[O:20])[CH2:17][CH2:18]1)=[O:4]. (2) Given the reactants [CH3:1][N:2]1[CH2:6][CH2:5][CH2:4][C@H:3]1[CH2:7][C:8]1[CH:16]=[C:15]2[C:11]([CH:12]=[CH:13][NH:14]2)=[CH:10][CH:9]=1.C([O-])([O-])=O.[K+].[K+].Br[C:24]1[CH:28]=[CH:27][S:26][CH:25]=1, predict the reaction product. The product is: [CH3:1][N:2]1[CH2:6][CH2:5][CH2:4][C@H:3]1[CH2:7][C:8]1[CH:16]=[C:15]2[C:11]([CH:12]=[CH:13][N:14]2[C:24]2[CH:28]=[CH:27][S:26][CH:25]=2)=[CH:10][CH:9]=1. (3) The product is: [Cl:10][C:11]1[CH:16]=[CH:15][C:14]([CH:17]([NH:38][C:39]2[CH:40]=[C:41]([CH3:47])[C:42](=[O:46])[N:43]([CH3:45])[CH:44]=2)[C:18]2[N:19]([CH:27]3[CH2:29][CH2:28]3)[CH:20]=[CH:21][C:22]=2[C:23]([O:25][CH3:26])=[O:24])=[CH:13][CH:12]=1. Given the reactants CS(OS(C)(=O)=O)(=O)=O.[Cl:10][C:11]1[CH:16]=[CH:15][C:14]([CH:17](O)[C:18]2[N:19]([CH:27]3[CH2:29][CH2:28]3)[CH:20]=[CH:21][C:22]=2[C:23]([O:25][CH3:26])=[O:24])=[CH:13][CH:12]=1.C(N(CC)CC)C.[NH2:38][C:39]1[CH:40]=[C:41]([CH3:47])[C:42](=[O:46])[N:43]([CH3:45])[CH:44]=1, predict the reaction product.